Dataset: Full USPTO retrosynthesis dataset with 1.9M reactions from patents (1976-2016). Task: Predict the reactants needed to synthesize the given product. (1) Given the product [Br:20][C:4]1[CH:5]=[CH:6][C:1]([NH:7][C@@H:8]([CH3:12])[CH2:9][C:10]#[N:11])=[CH:2][CH:3]=1, predict the reactants needed to synthesize it. The reactants are: [C:1]1([NH:7][C@@H:8]([CH3:12])[CH2:9][C:10]#[N:11])[CH:6]=[CH:5][CH:4]=[CH:3][CH:2]=1.C1C(=O)N([Br:20])C(=O)C1. (2) Given the product [C:1]([N:5]1[CH2:9][CH2:8][C@H:7]([CH2:10][N:11]([CH2:22][C:23]2[CH:24]=[CH:25][CH:26]=[CH:27][CH:28]=2)[C:12](=[O:21])[O:13][CH2:14][C:15]2[CH:16]=[CH:17][CH:18]=[CH:19][CH:20]=2)[CH2:6]1)(=[O:3])[CH3:2], predict the reactants needed to synthesize it. The reactants are: [C:1](Cl)(=[O:3])[CH3:2].[NH:5]1[CH2:9][CH2:8][C@H:7]([CH2:10][N:11]([CH2:22][C:23]2[CH:28]=[CH:27][CH:26]=[CH:25][CH:24]=2)[C:12](=[O:21])[O:13][CH2:14][C:15]2[CH:20]=[CH:19][CH:18]=[CH:17][CH:16]=2)[CH2:6]1.C(N(CC)CC)C. (3) Given the product [ClH:53].[ClH:53].[C:35]([C:39]1[N:44]=[C:43]([NH:45][CH2:46][CH2:47][CH2:48][O:49][CH3:50])[C:42]([C:51]([N:14]([C@H:12]2[CH2:13][C@@H:8]([C:2]3([OH:1])[CH2:3][CH2:4][CH2:5][CH2:6][CH2:7]3)[CH2:9][NH:10][CH2:11]2)[CH2:15][CH:16]([CH3:17])[CH3:18])=[O:52])=[CH:41][N:40]=1)([CH3:38])([CH3:36])[CH3:37], predict the reactants needed to synthesize it. The reactants are: [OH:1][C:2]1([C@@H:8]2[CH2:13][C@H:12]([NH:14][CH2:15][CH:16]([CH3:18])[CH3:17])[CH2:11][N:10](C(OC(C)(C)C)=O)[CH2:9]2)[CH2:7][CH2:6][CH2:5][CH2:4][CH2:3]1.C(N(CC)C(C)C)(C)C.[C:35]([C:39]1[N:44]=[C:43]([NH:45][CH2:46][CH2:47][CH2:48][O:49][CH3:50])[C:42]([C:51]([Cl:53])=[O:52])=[CH:41][N:40]=1)([CH3:38])([CH3:37])[CH3:36]. (4) Given the product [CH:5]1[CH:6]=[CH:7][C:2]([CH:1]([S@@:14]([CH2:15][C:16]([NH2:18])=[O:17])=[O:31])[C:8]2[CH:9]=[CH:10][CH:11]=[CH:12][CH:13]=2)=[CH:3][CH:4]=1, predict the reactants needed to synthesize it. The reactants are: [CH:1]([S:14][CH2:15][C:16]([NH2:18])=[O:17])([C:8]1[CH:13]=[CH:12][CH:11]=[CH:10][CH:9]=1)[C:2]1[CH:7]=[CH:6][CH:5]=[CH:4][CH:3]=1.[O-]O.C1(C(C)C)C=CC=CC=1.C([C@H]([C@@H](C(OCC)=O)O)O)(OCC)=[O:31].C(N(C(C)C)CC)(C)C.